This data is from Reaction yield outcomes from USPTO patents with 853,638 reactions. The task is: Predict the reaction yield, written as a fraction of the theoretical maximum amount of product (1.0 means a 100% yield; for example, 0.34 means a 34% yield). (1) The reactants are [CH2:1]([Mg]Cl)[CH3:2].[CH:5]([C:7]1[C:15]2[O:14][CH2:13][CH:12]([C:16]3[CH:21]=[CH:20][C:19]([CH:22]([CH3:24])[CH3:23])=[CH:18][CH:17]=3)[C:11]=2[C:10]([CH3:25])=[C:9]([NH:26][C:27](=[O:33])[CH2:28][C:29]([CH3:32])([CH3:31])[CH3:30])[C:8]=1[CH3:34])=[O:6]. The catalyst is O. The product is [OH:6][CH:5]([C:7]1[C:15]2[O:14][CH2:13][CH:12]([C:16]3[CH:21]=[CH:20][C:19]([CH:22]([CH3:24])[CH3:23])=[CH:18][CH:17]=3)[C:11]=2[C:10]([CH3:25])=[C:9]([NH:26][C:27](=[O:33])[CH2:28][C:29]([CH3:32])([CH3:31])[CH3:30])[C:8]=1[CH3:34])[CH2:1][CH3:2]. The yield is 0.350. (2) The reactants are Cl[C:2]1[C:23]([O:24][CH3:25])=[CH:22][C:5]([C:6]([NH:8][S:9]([C:12]2[CH:17]=[CH:16][CH:15]=[CH:14][C:13]=2[S:18](=[O:21])(=[O:20])[NH2:19])(=[O:11])=[O:10])=[O:7])=[CH:4][N:3]=1.[C:26]([C:28]1[CH:33]=[CH:32][C:31]([C:34]([F:37])([F:36])[F:35])=[CH:30][CH:29]=1)#[CH:27]. No catalyst specified. The product is [CH3:25][O:24][C:23]1[C:2]([C:27]#[C:26][C:28]2[CH:33]=[CH:32][C:31]([C:34]([F:35])([F:36])[F:37])=[CH:30][CH:29]=2)=[N:3][CH:4]=[C:5]([CH:22]=1)[C:6]([NH:8][S:9]([C:12]1[CH:17]=[CH:16][CH:15]=[CH:14][C:13]=1[S:18](=[O:21])(=[O:20])[NH2:19])(=[O:11])=[O:10])=[O:7]. The yield is 0.280. (3) The reactants are C(N(C(C)C)CC)(C)C.Cl[C:11]1[C:16]([CH2:17][CH3:18])=[C:15]([Cl:19])[N:14]=[CH:13][N:12]=1.[CH3:20][C:21]([O:24][C:25](=[O:40])[C@H:26]([CH2:38][NH2:39])[NH:27][C:28]([O:30][CH2:31][C:32]1[CH:37]=[CH:36][CH:35]=[CH:34][CH:33]=1)=[O:29])([CH3:23])[CH3:22].C(=O)(O)[O-].[Na+]. The catalyst is CN(C)C=O.C(OCC)(=O)C.O. The product is [Cl:19][C:15]1[N:14]=[CH:13][N:12]=[C:11]([NH:39][CH2:38][C@@H:26]([C:25]([O:24][C:21]([CH3:23])([CH3:22])[CH3:20])=[O:40])[NH:27][C:28]([O:30][CH2:31][C:32]2[CH:37]=[CH:36][CH:35]=[CH:34][CH:33]=2)=[O:29])[C:16]=1[CH2:17][CH3:18]. The yield is 0.700. (4) The reactants are [OH-].[Na+].[C:3]([O:7][C:8]([N:10]([C:19]1[CH:24]=[CH:23][CH:22]=[CH:21][N:20]=1)[CH2:11][CH2:12][CH2:13][CH2:14][C:15]([O:17]C)=[O:16])=[O:9])([CH3:6])([CH3:5])[CH3:4].Cl. The catalyst is O.CO. The product is [C:3]([O:7][C:8]([N:10]([C:19]1[CH:24]=[CH:23][CH:22]=[CH:21][N:20]=1)[CH2:11][CH2:12][CH2:13][CH2:14][C:15]([OH:17])=[O:16])=[O:9])([CH3:6])([CH3:4])[CH3:5]. The yield is 0.680.